From a dataset of Full USPTO retrosynthesis dataset with 1.9M reactions from patents (1976-2016). Predict the reactants needed to synthesize the given product. (1) The reactants are: [CH:1]([C:3]1[CH:12]=[CH:11][C:6]([C:7]([O:9][CH3:10])=[O:8])=[CH:5][CH:4]=1)=O.[F:13][C:14]1[CH:15]=[C:16]2[C:20](=[CH:21][C:22]=1[F:23])[NH:19][C:18]([C:24]1[CH:25]=[CH:26][C:27]([O:31][CH3:32])=[C:28]([NH2:30])[CH:29]=1)=[CH:17]2.C(O)(=O)C.C(O[BH-](OC(=O)C)OC(=O)C)(=O)C.[Na+].C(=O)(O)[O-].[Na+]. Given the product [CH3:10][O:9][C:7](=[O:8])[C:6]1[CH:11]=[CH:12][C:3]([CH2:1][NH:30][C:28]2[CH:29]=[C:24]([C:18]3[NH:19][C:20]4[C:16]([CH:17]=3)=[CH:15][C:14]([F:13])=[C:22]([F:23])[CH:21]=4)[CH:25]=[CH:26][C:27]=2[O:31][CH3:32])=[CH:4][CH:5]=1, predict the reactants needed to synthesize it. (2) Given the product [Si:22]([O:29][C@@H:30]([CH3:58])[C@@H:31]([NH:48][C:49]1[CH:54]=[CH:53][C:52]([C:55]#[N:56])=[C:51]([Cl:57])[CH:50]=1)[C:32]1[O:47][C:36]([C:37]2[CH:38]=[CH:39][C:40]([S:43]([CH3:46])(=[O:45])=[O:44])=[CH:41][CH:42]=2)=[N:35][N:34]=1)([C:25]([CH3:26])([CH3:28])[CH3:27])([CH3:24])[CH3:23], predict the reactants needed to synthesize it. The reactants are: C1(P(C2C=CC=CC=2)C2C=CC=CC=2)C=CC=CC=1.II.[Si:22]([O:29][C@@H:30]([CH3:58])[C@@H:31]([NH:48][C:49]1[CH:54]=[CH:53][C:52]([C:55]#[N:56])=[C:51]([Cl:57])[CH:50]=1)[C:32]([NH:34][NH:35][C:36](=[O:47])[C:37]1[CH:42]=[CH:41][C:40]([S:43]([CH3:46])(=[O:45])=[O:44])=[CH:39][CH:38]=1)=O)([C:25]([CH3:28])([CH3:27])[CH3:26])([CH3:24])[CH3:23]. (3) Given the product [CH2:33]([O:32][C:30]([N:26]1[CH2:25][CH2:24][CH:23]([NH:22][C:20](=[O:21])[CH2:19][C:16]2[CH:15]=[CH:14][C:13]([N:10]3[CH2:11][CH2:12][C@H:8]([N:4]4[CH2:5][CH2:6][CH2:7][C@@H:3]4[CH3:2])[CH2:9]3)=[CH:18][CH:17]=2)[CH2:28][CH2:27]1)=[O:31])[CH3:34], predict the reactants needed to synthesize it. The reactants are: Cl.[CH3:2][C@H:3]1[CH2:7][CH2:6][CH2:5][N:4]1[C@H:8]1[CH2:12][CH2:11][N:10]([C:13]2[CH:18]=[CH:17][C:16]([CH2:19][C:20]([NH:22][CH:23]3[CH2:28][CH2:27][NH:26][CH2:25][CH2:24]3)=[O:21])=[CH:15][CH:14]=2)[CH2:9]1.Cl[C:30]([O:32][CH2:33][CH3:34])=[O:31].C([O-])([O-])=O.[K+].[K+].N. (4) Given the product [OH2:9].[F:12][C:5]1[CH:6]=[CH:7][C:2]([C:8]([CH:10]=[O:11])=[O:9])=[CH:3][CH:4]=1, predict the reactants needed to synthesize it. The reactants are: O.[C:2]1([C:8]([CH:10]=[O:11])=[O:9])[CH:7]=[CH:6][CH:5]=[CH:4][CH:3]=1.[F:12]C1C=CC(C(=O)C)=CC=1. (5) The reactants are: Br[C:2]1[CH:3]=[C:4]2[C:9](=[CH:10][CH:11]=1)[N:8]([C:12]1[CH:17]=[CH:16][CH:15]=[CH:14][C:13]=1[Cl:18])[C:7](=[O:19])[NH:6][CH2:5]2.[CH:20]1([NH:23][C:24](=[O:41])[C:25]2[CH:30]=[CH:29][C:28]([CH3:31])=[C:27](B3OC(C)(C)C(C)(C)O3)[CH:26]=2)[CH2:22][CH2:21]1.C([O-])([O-])=O.[Na+].[Na+]. Given the product [Cl:18][C:13]1[CH:14]=[CH:15][CH:16]=[CH:17][C:12]=1[N:8]1[C:9]2[C:4](=[CH:3][C:2]([C:27]3[CH:26]=[C:25]([CH:30]=[CH:29][C:28]=3[CH3:31])[C:24]([NH:23][CH:20]3[CH2:21][CH2:22]3)=[O:41])=[CH:11][CH:10]=2)[CH2:5][NH:6][C:7]1=[O:19], predict the reactants needed to synthesize it. (6) Given the product [Cl:1][C:2]1[C:11]2[C:6](=[CH:7][CH:8]=[C:9]([CH:12]([C:14]3[N:41]([CH3:40])[N:42]=[N:16][CH:15]=3)[OH:13])[CH:10]=2)[N:5]=[C:4]([O:22][CH3:23])[C:3]=1[CH2:24][C:25]1[CH:30]=[CH:29][C:28]([C:31]([F:34])([F:33])[F:32])=[CH:27][CH:26]=1, predict the reactants needed to synthesize it. The reactants are: [Cl:1][C:2]1[C:11]2[C:6](=[CH:7][CH:8]=[C:9]([CH:12]([C:14]3[C:15](C)=[N:16]C(C)=CC=3)[OH:13])[CH:10]=2)[N:5]=[C:4]([O:22][CH3:23])[C:3]=1[CH2:24][C:25]1[CH:30]=[CH:29][C:28]([C:31]([F:34])([F:33])[F:32])=[CH:27][CH:26]=1.[Li]CCCC.[CH3:40][N:41]1C(C=O)=CN=[N:42]1. (7) The reactants are: [CH3:1][O:2][CH:3]([O:20][CH3:21])[CH2:4][CH:5]([C:14]1[CH:19]=[CH:18][CH:17]=[CH:16][CH:15]=1)[CH:6]([CH:8]1[CH2:13][CH2:12][CH2:11][CH2:10][CH2:9]1)[OH:7].[CH2:22](Br)[CH:23]=[CH2:24]. Given the product [CH3:21][O:20][CH:3]([O:2][CH3:1])[CH2:4][CH:5]([C:14]1[CH:15]=[CH:16][CH:17]=[CH:18][CH:19]=1)[CH:6]([O:7][CH2:24][CH:23]=[CH2:22])[CH:8]1[CH2:13][CH2:12][CH2:11][CH2:10][CH2:9]1, predict the reactants needed to synthesize it.